Dataset: Forward reaction prediction with 1.9M reactions from USPTO patents (1976-2016). Task: Predict the product of the given reaction. (1) Given the reactants [CH:1]1([C:4]2[C:5]([O:15][C@@H:16]3[CH2:21][CH2:20][CH2:19][NH:18][CH2:17]3)=[CH:6][C:7]([F:14])=[C:8]([CH:13]=2)[C:9]([O:11][CH3:12])=[O:10])[CH2:3][CH2:2]1.C(N(CC)CC)C.[Cl:29][C:30]1[CH:31]=[C:32]([CH:35]=[C:36]([Cl:38])[CH:37]=1)[CH2:33]Cl.[O:39]1CCCC1, predict the reaction product. The product is: [CH:1]1([C:4]2[C:5]([O:15][C@@H:16]3[CH2:21][CH2:20][CH2:19][N:18]([C:33](=[O:39])[C:32]4[CH:31]=[C:30]([Cl:29])[CH:37]=[C:36]([Cl:38])[CH:35]=4)[CH2:17]3)=[CH:6][C:7]([F:14])=[C:8]([CH:13]=2)[C:9]([O:11][CH3:12])=[O:10])[CH2:2][CH2:3]1. (2) Given the reactants [C:1]([C:5]1[N:6]=[C:7]([N:22]2[CH2:27][CH2:26]O[CH2:24][CH2:23]2)[C:8]2[N:13]=[N:12][N:11]([CH2:14][C:15]3[CH:20]=[CH:19][CH:18]=[CH:17][C:16]=3[Cl:21])[C:9]=2[N:10]=1)([CH3:4])([CH3:3])[CH3:2].C([C:32]1[N:33]=C(Cl)C2N=NN(CC3C=CC=CC=3Cl)C=2N=1)(C)(C)C.Cl.N1CCC[C@@H]1C#N, predict the reaction product. The product is: [C:1]([C:5]1[N:6]=[C:7]([N:22]2[CH2:27][CH2:26][CH2:24][C@@H:23]2[C:32]#[N:33])[C:8]2[N:13]=[N:12][N:11]([CH2:14][C:15]3[CH:20]=[CH:19][CH:18]=[CH:17][C:16]=3[Cl:21])[C:9]=2[N:10]=1)([CH3:4])([CH3:3])[CH3:2]. (3) Given the reactants [CH3:1][C:2]1([CH3:35])[O:7][CH2:6][C:5]([NH:27][C:28](=[O:34])[O:29][C:30]([CH3:33])([CH3:32])[CH3:31])([CH2:8][N:9]2[C:18]3[C:13](=[CH:14][C:15]([C:19]#[C:20][CH2:21][CH2:22][CH2:23][CH2:24][CH2:25][CH3:26])=[CH:16][CH:17]=3)[CH2:12][CH2:11][CH2:10]2)[CH2:4][O:3]1.C(C1C=C2C(=CC=1)CN(C(C1C=CC=CC=1)(C1C=CC=CC=1)C1C=CC=CC=1)C2)#CCCCCCC, predict the reaction product. The product is: [CH3:35][C:2]1([CH3:1])[O:3][CH2:4][C:5]([NH:27][C:28](=[O:34])[O:29][C:30]([CH3:33])([CH3:32])[CH3:31])([CH2:8][N:9]2[C:18]3[C:13](=[CH:14][C:15]([CH2:19][CH2:20][CH2:21][CH2:22][CH2:23][CH2:24][CH2:25][CH3:26])=[CH:16][CH:17]=3)[CH2:12][CH2:11][CH2:10]2)[CH2:6][O:7]1. (4) Given the reactants [C:1]1([OH:7])[CH:6]=[CH:5][CH:4]=[CH:3][CH:2]=1.C=O.[OH-].[Na+].C(O)C(O)C.O, predict the reaction product. The product is: [CH2:1]=[O:7].[C:1]1([OH:7])[CH:6]=[CH:5][CH:4]=[CH:3][CH:2]=1. (5) The product is: [Cl:37][C:34]1[CH:35]=[CH:36][C:31]([NH:1][C:2]2[CH:10]=[C:9]([CH3:11])[C:8]3[NH:7][C@H:6]4[CH2:19][CH2:20][NH:21][CH2:22][C@H:5]4[C:4]=3[CH:3]=2)=[C:32]([F:38])[CH:33]=1. Given the reactants [NH2:1][C:2]1[CH:10]=[C:9]([CH3:11])[C:8]2[N:7](C(OC(C)(C)C)=O)[C@H:6]3[CH2:19][CH2:20][N:21](C(OC(C)(C)C)=O)[CH2:22][C@H:5]3[C:4]=2[CH:3]=1.Br[C:31]1[CH:36]=[CH:35][C:34]([Cl:37])=[CH:33][C:32]=1[F:38], predict the reaction product. (6) Given the reactants [NH2:1][C@:2]12[CH2:46][CH2:45][C@@H:44]([C:47]([CH3:49])=[CH2:48])[C@@H:3]1[C@@H:4]1[C@@:17]([CH3:20])([CH2:18][CH2:19]2)[C@@:16]2([CH3:21])[C@@H:7]([C@:8]3([CH3:43])[C@@H:13]([CH2:14][CH2:15]2)[C:12]([CH3:23])([CH3:22])[C:11]([C:24]2[CH2:42][C:26]4([CH2:29][C:28]([C:36]([O:38][CH:39]([CH3:41])[CH3:40])=[O:37])([C:30]([O:32][CH:33]([CH3:35])[CH3:34])=[O:31])[CH2:27]4)[CH:25]=2)=[CH:10][CH2:9]3)[CH2:6][CH2:5]1.C(O)(=O)C.[H][H], predict the reaction product. The product is: [NH2:1][C@:2]12[CH2:46][CH2:45][C@@H:44]([CH:47]([CH3:49])[CH3:48])[C@@H:3]1[C@@H:4]1[C@@:17]([CH3:20])([CH2:18][CH2:19]2)[C@@:16]2([CH3:21])[C@@H:7]([C@:8]3([CH3:43])[C@@H:13]([CH2:14][CH2:15]2)[C:12]([CH3:22])([CH3:23])[C:11]([CH:24]2[CH2:25][C:26]4([CH2:29][C:28]([C:30]([O:32][CH:33]([CH3:34])[CH3:35])=[O:31])([C:36]([O:38][CH:39]([CH3:40])[CH3:41])=[O:37])[CH2:27]4)[CH2:42]2)=[CH:10][CH2:9]3)[CH2:6][CH2:5]1. (7) Given the reactants [O:1]=[C:2]1[CH:11]=[CH:10][C:9]2[C:4](=[CH:5][CH:6]=[CH:7][N:8]=2)[N:3]1[CH2:12][C:13]([O:15]C)=[O:14].[OH-].[Na+], predict the reaction product. The product is: [O:1]=[C:2]1[CH:11]=[CH:10][C:9]2[C:4](=[CH:5][CH:6]=[CH:7][N:8]=2)[N:3]1[CH2:12][C:13]([OH:15])=[O:14].